From a dataset of Full USPTO retrosynthesis dataset with 1.9M reactions from patents (1976-2016). Predict the reactants needed to synthesize the given product. (1) Given the product [O:33]=[C:21]1[CH2:22][C:23]([C:25]2[CH:26]=[C:27]([CH:28]=[CH:29][CH:30]=2)[C:31]#[N:32])=[N:7][C:8]2[CH:13]=[CH:12][C:11]([C:14]3[CH:19]=[CH:18][CH:17]=[CH:16][N:15]=3)=[CH:10][C:9]=2[NH:20]1, predict the reactants needed to synthesize it. The reactants are: C(OC(=O)[NH:7][C:8]1[CH:13]=[CH:12][C:11]([C:14]2[CH:19]=[CH:18][CH:17]=[CH:16][N:15]=2)=[CH:10][C:9]=1[NH:20][C:21](=[O:33])[CH2:22][C:23]([C:25]1[CH:30]=[CH:29][CH:28]=[C:27]([C:31]#[N:32])[CH:26]=1)=O)(C)(C)C.C(O)(C(F)(F)F)=O. (2) Given the product [C:18]([N:21]1[CH2:25][CH:24]([CH3:26])[CH2:23][CH:22]1[C:27]1[C:32]([O:11][C:8]2[CH:9]=[CH:10][C:5]([S:2]([CH3:1])(=[O:3])=[O:4])=[CH:6][CH:7]=2)=[CH:31][C:30]2[N:34]=[C:35]([C:37]3[CH:42]=[CH:41][CH:40]=[CH:39][N:38]=3)[NH:43][C:29]=2[CH:28]=1)(=[O:20])[CH3:19], predict the reactants needed to synthesize it. The reactants are: [CH3:1][S:2]([C:5]1[CH:10]=[CH:9][C:8]([OH:11])=[CH:7][CH:6]=1)(=[O:4])=[O:3].C(=O)([O-])[O-].[Cs+].[Cs+].[C:18]([N:21]1[CH2:25][CH:24]([CH3:26])[CH2:23][CH:22]1[C:27]1[C:32](F)=[CH:31][C:30]([NH:34][C:35]([C:37]2[CH:42]=[CH:41][CH:40]=[CH:39][N:38]=2)=O)=[C:29]([N+:43]([O-])=O)[CH:28]=1)(=[O:20])[CH3:19].O.O.[Sn](Cl)(Cl)(Cl)Cl.